This data is from Reaction yield outcomes from USPTO patents with 853,638 reactions. The task is: Predict the reaction yield, written as a fraction of the theoretical maximum amount of product (1.0 means a 100% yield; for example, 0.34 means a 34% yield). (1) The reactants are [OH:1][C:2]1[CH:7]=[CH:6][NH:5][C:4](=[O:8])[C:3]=1[N+:9]([O-:11])=[O:10].[H-].[Na+].[CH3:14]I.[NH4+].[Cl-].Cl. The catalyst is CN(C=O)C.CC(=O)OCC. The product is [N+:9]([C:3]1[C:4](=[O:8])[N:5]([CH3:14])[CH:6]=[CH:7][C:2]=1[OH:1])([O-:11])=[O:10]. The yield is 0.910. (2) The reactants are [CH2:1]([O:8][C:9]([C:11]1[CH:15]=[CH:14][S:13][C:12]=1[C:16]1[CH:21]=[CH:20][C:19]([C:22]2[CH:27]=[CH:26][C:25]([C:28]3([C:31]([O:33][CH2:34][CH3:35])=[O:32])[CH2:30][CH2:29]3)=[CH:24][CH:23]=2)=[CH:18][CH:17]=1)=[O:10])[C:2]1[CH:7]=[CH:6][CH:5]=[CH:4][CH:3]=1.[Cl:36]N1C(=O)CCC1=O.O. The catalyst is CN(C)C=O. The product is [CH2:1]([O:8][C:9]([C:11]1[CH:15]=[C:14]([Cl:36])[S:13][C:12]=1[C:16]1[CH:21]=[CH:20][C:19]([C:22]2[CH:23]=[CH:24][C:25]([C:28]3([C:31]([O:33][CH2:34][CH3:35])=[O:32])[CH2:30][CH2:29]3)=[CH:26][CH:27]=2)=[CH:18][CH:17]=1)=[O:10])[C:2]1[CH:3]=[CH:4][CH:5]=[CH:6][CH:7]=1. The yield is 0.870. (3) The reactants are [N+:1]([C:4]1[CH:14]=[CH:13][CH:12]=[C:6]2[C:7]([O:9][C:10](=[O:11])[C:5]=12)=O)([O-:3])=[O:2].[NH2:15][CH2:16][CH2:17][CH2:18][CH2:19][CH2:20][C:21]([OH:23])=[O:22]. No catalyst specified. The product is [N+:1]([C:4]1[CH:14]=[CH:13][CH:12]=[C:6]2[C:7]([N:15]([CH2:16][CH2:17][CH2:18][CH2:19][CH2:20][C:21]([OH:23])=[O:22])[C:10](=[O:11])[C:5]=12)=[O:9])([O-:3])=[O:2]. The yield is 0.950. (4) The reactants are [F:1][C:2]1[CH:7]=[CH:6][CH:5]=[CH:4][C:3]=1[C:8](=[O:33])[CH2:9][CH2:10][CH2:11][CH2:12][CH2:13][CH2:14][N:15]1[CH2:20][CH2:19][CH:18]([C:21]2[CH:22]=[C:23]([NH:27][C:28](=[O:32])[CH:29]([CH3:31])[CH3:30])[CH:24]=[CH:25][CH:26]=2)[CH2:17][CH2:16]1.CO.[BH4-].[Na+]. The catalyst is CCOC(C)=O.CO. The product is [F:1][C:2]1[CH:7]=[CH:6][CH:5]=[CH:4][C:3]=1[CH:8]([OH:33])[CH2:9][CH2:10][CH2:11][CH2:12][CH2:13][CH2:14][N:15]1[CH2:20][CH2:19][CH:18]([C:21]2[CH:22]=[C:23]([NH:27][C:28](=[O:32])[CH:29]([CH3:30])[CH3:31])[CH:24]=[CH:25][CH:26]=2)[CH2:17][CH2:16]1. The yield is 0.900. (5) The reactants are Cl[C:2]1[N:7]=[CH:6][C:5]([CH:8]=[O:9])=[CH:4][CH:3]=1.[CH2:10]([N:12]1[CH2:17][CH2:16][NH:15][CH2:14][CH2:13]1)[CH3:11]. The catalyst is CN(C=O)C.O. The product is [CH2:10]([N:12]1[CH2:17][CH2:16][N:15]([C:2]2[N:7]=[CH:6][C:5]([CH:8]=[O:9])=[CH:4][CH:3]=2)[CH2:14][CH2:13]1)[CH3:11]. The yield is 0.890. (6) The yield is 0.520. The catalyst is O1CCOCC1.C1C=CC([P]([Pd]([P](C2C=CC=CC=2)(C2C=CC=CC=2)C2C=CC=CC=2)([P](C2C=CC=CC=2)(C2C=CC=CC=2)C2C=CC=CC=2)[P](C2C=CC=CC=2)(C2C=CC=CC=2)C2C=CC=CC=2)(C2C=CC=CC=2)C2C=CC=CC=2)=CC=1. The product is [CH2:38]([N:35]1[CH:36]=[CH:37][C:32]([C:15]2[CH:14]=[CH:13][C:3]([O:4][C:5]3[C:6]([CH3:12])=[N:7][C:8]([CH3:11])=[CH:9][CH:10]=3)=[C:2]([F:1])[CH:16]=2)=[C:33]([C:43]#[N:44])[C:34]1=[O:42])[CH2:39][CH2:40][CH3:41]. The reactants are [F:1][C:2]1[CH:16]=[C:15](B2OC(C)(C)C(C)(C)O2)[CH:14]=[CH:13][C:3]=1[O:4][C:5]1[C:6]([CH3:12])=[N:7][C:8]([CH3:11])=[CH:9][CH:10]=1.C([O-])(O)=O.[Na+].Br[C:32]1[CH:37]=[CH:36][N:35]([CH2:38][CH2:39][CH2:40][CH3:41])[C:34](=[O:42])[C:33]=1[C:43]#[N:44]. (7) The reactants are C([C:3]1[CH:4]=[C:5]2[C:9](=[CH:10][CH:11]=1)[N:8]([CH:12]1[CH2:17][CH2:16][CH2:15][CH2:14][O:13]1)[N:7]=[C:6]2[C:18]1[CH:19]=[C:20]([CH:24]=[CH:25][CH:26]=1)[C:21]([OH:23])=O)#N.C1C=CC2N(O)N=[N:33][C:31]=2C=1.CCN=C=NCCCN(C)C.[F:48][C:49]1[CH:56]=[CH:55][C:52]([CH2:53][NH2:54])=[CH:51][CH:50]=1. No catalyst specified. The product is [C:31]([CH:15]1[CH2:14][O:13][CH:12]([N:8]2[C:9]3[C:5](=[CH:4][CH:3]=[CH:11][CH:10]=3)[C:6]([C:18]3[CH:19]=[C:20]([C:21]([NH:54][CH2:53][C:52]4[CH:55]=[CH:56][C:49]([F:48])=[CH:50][CH:51]=4)=[O:23])[CH:24]=[CH:25][CH:26]=3)=[N:7]2)[CH2:17][CH2:16]1)#[N:33]. The yield is 0.900. (8) The reactants are [C:1]([O:5][C:6](=[O:21])[C@@H:7]([NH:13][C:14]([O:16][C:17]([CH3:20])([CH3:19])[CH3:18])=[O:15])[CH2:8][CH2:9][C:10]([OH:12])=[O:11])([CH3:4])([CH3:3])[CH3:2].[CH2:22](N(CC)CC)[CH3:23].ClC(OCC)=O.C([O-])(O)=O.[Na+]. The catalyst is C(Cl)Cl.CN(C)C1C=CN=CC=1. The product is [C:17]([O:16][C:14]([NH:13][C@@H:7]([CH2:8][CH2:9][C:10]([O:12][CH2:22][CH3:23])=[O:11])[C:6]([O:5][C:1]([CH3:4])([CH3:3])[CH3:2])=[O:21])=[O:15])([CH3:20])([CH3:19])[CH3:18]. The yield is 0.730. (9) The reactants are [Br:1][C:2]1[N:7]=[CH:6][C:5]([CH2:8][NH:9][CH2:10][CH2:11][O:12][CH3:13])=[CH:4][CH:3]=1.[C:14](O[C:14]([O:16][C:17]([CH3:20])([CH3:19])[CH3:18])=[O:15])([O:16][C:17]([CH3:20])([CH3:19])[CH3:18])=[O:15]. The yield is 0.880. The product is [C:17]([O:16][C:14](=[O:15])[N:9]([CH2:8][C:5]1[CH:6]=[N:7][C:2]([Br:1])=[CH:3][CH:4]=1)[CH2:10][CH2:11][O:12][CH3:13])([CH3:20])([CH3:19])[CH3:18]. The catalyst is C1COCC1. (10) The reactants are C([NH:5][S:6]([C:9]1[CH:14]=[CH:13][CH:12]=[C:11]([C:15]2[N:16]=[CH:17][N:18]([C:20]3[N:25]=[C:24]([C:26]4[S:27][C:28]([Cl:31])=[CH:29][CH:30]=4)[CH:23]=[C:22]([C:32]([F:35])([F:34])[F:33])[N:21]=3)[CH:19]=2)[CH:10]=1)(=[O:8])=[O:7])(C)(C)C.C(O)(C(F)(F)F)=O. The catalyst is ClCCl. The product is [Cl:31][C:28]1[S:27][C:26]([C:24]2[CH:23]=[C:22]([C:32]([F:35])([F:34])[F:33])[N:21]=[C:20]([N:18]3[CH:19]=[C:15]([C:11]4[CH:10]=[C:9]([S:6]([NH2:5])(=[O:8])=[O:7])[CH:14]=[CH:13][CH:12]=4)[N:16]=[CH:17]3)[N:25]=2)=[CH:30][CH:29]=1. The yield is 0.160.